From a dataset of Reaction yield outcomes from USPTO patents with 853,638 reactions. Predict the reaction yield, written as a fraction of the theoretical maximum amount of product (1.0 means a 100% yield; for example, 0.34 means a 34% yield). (1) The reactants are [F:1][C:2]1[CH:3]=[C:4]2[N:10]=[CH:9][N:8]([CH2:11][C:12]3[CH:28]=[CH:27][C:15]4[N:16]=[C:17]([NH:19][C@@H:20]5[CH2:25][CH2:24][CH2:23][CH2:22][C@@H:21]5[OH:26])[S:18][C:14]=4[CH:13]=3)[C:5]2=[N:6][CH:7]=1.[CH3:29][S:30](Cl)(=[O:32])=[O:31].C([O-])(O)=O.[Na+]. The catalyst is C(Cl)Cl. The product is [CH3:29][S:30]([O:26][C@H:21]1[CH2:22][CH2:23][CH2:24][CH2:25][C@H:20]1[NH:19][C:17]1[S:18][C:14]2[CH:13]=[C:12]([CH2:11][N:8]3[C:5]4=[N:6][CH:7]=[C:2]([F:1])[CH:3]=[C:4]4[N:10]=[CH:9]3)[CH:28]=[CH:27][C:15]=2[N:16]=1)(=[O:32])=[O:31]. The yield is 0.440. (2) The reactants are ClC(Cl)(O[C:5](=[O:11])OC(Cl)(Cl)Cl)Cl.[NH2:13][C:14]1[CH:19]=[CH:18][C:17]([C:20]2[N:21]=[C:22]([N:42]3[CH2:47][CH2:46][O:45][CH2:44][CH2:43]3)[C:23]3[N:28]=[N:27][N:26]([CH:29]4[CH2:34][CH2:33][N:32]([C:35]([O:37][C:38]([CH3:41])([CH3:40])[CH3:39])=[O:36])[CH2:31][CH2:30]4)[C:24]=3[N:25]=2)=[CH:16][CH:15]=1.NC.C[CH2:51][N:52](CC)CC. The catalyst is C(Cl)Cl. The product is [CH3:51][NH:52][C:5]([NH:13][C:14]1[CH:15]=[CH:16][C:17]([C:20]2[N:21]=[C:22]([N:42]3[CH2:43][CH2:44][O:45][CH2:46][CH2:47]3)[C:23]3[N:28]=[N:27][N:26]([CH:29]4[CH2:30][CH2:31][N:32]([C:35]([O:37][C:38]([CH3:41])([CH3:39])[CH3:40])=[O:36])[CH2:33][CH2:34]4)[C:24]=3[N:25]=2)=[CH:18][CH:19]=1)=[O:11]. The yield is 0.160. (3) The reactants are S([O-])(=O)(=O)C.C([BH-]([CH2:11][CH3:12])CC)C.[Li+].[CH3:14][CH2:15][CH2:16][CH2:17][CH2:18][CH3:19].C(O[CH2:23][CH3:24])C. The catalyst is O1CCCC1. The product is [CH3:14][CH:15]([C:16]1[CH:18]=[CH:17][C:19]2[C@:11]3([CH3:12])[C@@H:19]([CH2:11][CH2:12][C:18]=2[CH:17]=1)[C:23]([CH3:24])([CH3:24])[CH2:16][CH2:15][CH2:14]3)[CH3:23]. The yield is 0.413. (4) The reactants are [N:1]1([C:6]2[CH:11]=[CH:10][C:9]([C:12](=[O:27])[CH2:13][CH:14]([C:19]3[CH:24]=[C:23]([Cl:25])[CH:22]=[C:21]([Cl:26])[CH:20]=3)[C:15]([F:18])([F:17])[F:16])=[CH:8][CH:7]=2)[CH:5]=[N:4][CH:3]=[N:2]1.[CH3:28][Mg]Br. The catalyst is C1COCC1. The product is [N:1]1([C:6]2[CH:7]=[CH:8][C:9]([C:12]([OH:27])([CH2:13][CH:14]([C:19]3[CH:24]=[C:23]([Cl:25])[CH:22]=[C:21]([Cl:26])[CH:20]=3)[C:15]([F:18])([F:16])[F:17])[CH3:28])=[CH:10][CH:11]=2)[CH:5]=[N:4][CH:3]=[N:2]1. The yield is 0.320. (5) The reactants are [CH3:1][C:2]1[C:16](=[O:17])[N:15]=[C:14]2[N:4]([C@@H:5]3[O:9][C@H:8]([CH2:10][OH:11])[C@@H:7]([OH:12])[C@@H:6]3[O:13]2)[CH:3]=1.[CH3:18][O:19][CH2:20][CH2:21][O:22]B([O:22][CH2:21][CH2:20][O:19][CH3:18])[O:22][CH2:21][CH2:20][O:19][CH3:18]. The catalyst is COCCO. The product is [CH3:18][O:19][CH2:20][CH2:21][O:22][C@@H:6]1[C@H:7]([OH:12])[C@@H:8]([CH2:10][OH:11])[O:9][C@H:5]1[N:4]1[CH:3]=[C:2]([CH3:1])[C:16](=[O:17])[NH:15][C:14]1=[O:13]. The yield is 0.630. (6) The reactants are Cl[C:2]1[C:7]([N+:8]([O-:10])=[O:9])=[CH:6][CH:5]=[CH:4][N:3]=1.[CH2:11]1[O:20][C:19]2[CH:18]=[CH:17][C:15]([NH2:16])=[CH:14][C:13]=2[O:12]1.C([O-])(=O)C.[Na+]. The catalyst is C(O)(=O)C. The product is [O:20]1[C:19]2[CH:18]=[CH:17][C:15]([NH:16][C:2]3[C:7]([N+:8]([O-:10])=[O:9])=[CH:6][CH:5]=[CH:4][N:3]=3)=[CH:14][C:13]=2[O:12][CH2:11]1. The yield is 0.670. (7) The reactants are [Cl:1][C:2]1[CH:7]=[CH:6][C:5]([S:8]([CH2:11][C:12]2[CH:17]=[CH:16][N:15]=[CH:14][CH:13]=2)(=[O:10])=[O:9])=[CH:4][CH:3]=1.[O:18]1[CH2:23][CH2:22][CH:21](O)[CH2:20][CH2:19]1.C(C=P(CCCC)(CCCC)CCCC)#N. The catalyst is C1(C)C=CC=CC=1. The product is [Cl:1][C:2]1[CH:3]=[CH:4][C:5]([S:8]([CH:11]([CH:21]2[CH2:22][CH2:23][O:18][CH2:19][CH2:20]2)[C:12]2[CH:13]=[CH:14][N:15]=[CH:16][CH:17]=2)(=[O:9])=[O:10])=[CH:6][CH:7]=1. The yield is 0.710.